From a dataset of Forward reaction prediction with 1.9M reactions from USPTO patents (1976-2016). Predict the product of the given reaction. (1) Given the reactants Cl.[CH2:2]([NH:5][C:6]1[CH:11]=[CH:10][N:9]=[CH:8][C:7]=1[N+:12]([O-])=O)[CH:3]=[CH2:4].[Sn](Cl)(Cl)(Cl)[Cl:16], predict the reaction product. The product is: [CH2:2]([NH:5][C:6]1[CH:11]=[CH:10][N:9]=[C:8]([Cl:16])[C:7]=1[NH2:12])[CH:3]=[CH2:4]. (2) Given the reactants [CH3:1][O:2][C:3]1[CH:4]=[CH:5][C:6]([N+:14]([O-])=O)=[C:7]([CH:13]=1)[O:8][CH2:9][C@H:10]1[CH2:12][O:11]1.C(N(C(C)C)C(C)C)C.[C:26](OC(=O)C)(=[O:28])[CH3:27], predict the reaction product. The product is: [CH3:1][O:2][C:3]1[CH:4]=[CH:5][C:6]([NH:14][C:26](=[O:28])[CH3:27])=[C:7]([O:8][CH2:9][C@H:10]2[CH2:12][O:11]2)[CH:13]=1. (3) Given the reactants [OH-].[K+].[CH2:3](I)[CH3:4].[CH3:6][O:7][C:8]1[CH:9]=[C:10]([SH:14])[CH:11]=[CH:12][CH:13]=1, predict the reaction product. The product is: [CH2:3]([S:14][C:10]1[CH:11]=[CH:12][CH:13]=[C:8]([O:7][CH3:6])[CH:9]=1)[CH3:4]. (4) Given the reactants I[C:2]1[S:6][C:5]([C:7]([O:9][CH3:10])=[O:8])=[C:4]([N:11]([C:15]([C@H:17]2[CH2:22][CH2:21][C@H:20]([CH3:23])[CH2:19][CH2:18]2)=[O:16])[CH:12]([CH3:14])[CH3:13])[CH:3]=1.[Br:24][C:25]1[CH:30]=[CH:29][C:28](B(O)O)=[CH:27][CH:26]=1.C(=O)([O-])[O-].[Na+].[Na+], predict the reaction product. The product is: [Br:24][C:25]1[CH:30]=[CH:29][C:28]([C:2]2[S:6][C:5]([C:7]([O:9][CH3:10])=[O:8])=[C:4]([N:11]([C:15]([CH:17]3[CH2:22][CH2:21][CH:20]([CH3:23])[CH2:19][CH2:18]3)=[O:16])[CH:12]([CH3:14])[CH3:13])[CH:3]=2)=[CH:27][CH:26]=1. (5) Given the reactants [Cl:1][C:2]1[CH:3]=[C:4]([NH:16][C:17]2[C:26]3[C:21](=[CH:22][C:23]([O:39][CH2:40][CH3:41])=[C:24]([NH:27][C:28](=[O:38])[CH2:29]P(OCC)(OCC)=O)[CH:25]=3)[N:20]=[CH:19][C:18]=2[C:42]#[N:43])[CH:5]=[CH:6][C:7]=1[O:8][CH2:9][C:10]1[CH:15]=[CH:14][CH:13]=[CH:12][N:11]=1.C[Si]([N-][Si](C)(C)C)(C)C.[Li+].C1(C)C=CC=CC=1.[CH3:61][N:62]1[CH2:66][CH2:65][CH2:64][C@@H:63]1[CH:67]=O, predict the reaction product. The product is: [Cl:1][C:2]1[CH:3]=[C:4]([NH:16][C:17]2[C:26]3[C:21](=[CH:22][C:23]([O:39][CH2:40][CH3:41])=[C:24]([NH:27][C:28](=[O:38])/[CH:29]=[CH:67]/[C@H:63]4[CH2:64][CH2:65][CH2:66][N:62]4[CH3:61])[CH:25]=3)[N:20]=[CH:19][C:18]=2[C:42]#[N:43])[CH:5]=[CH:6][C:7]=1[O:8][CH2:9][C:10]1[CH:15]=[CH:14][CH:13]=[CH:12][N:11]=1. (6) Given the reactants [CH2:1]([S:3]([C:6]1[CH:7]=[C:8]2[C:12](=[CH:13][CH:14]=1)[NH:11][C:10](=[O:15])[CH2:9]2)(=[O:5])=[O:4])[CH3:2].[OH:16][CH2:17][CH2:18][CH2:19][C:20]1[C:21]2[CH2:31][CH2:30][CH2:29][CH2:28][CH2:27][C:22]=2[NH:23][C:24]=1[CH:25]=O.N1CCCCC1, predict the reaction product. The product is: [CH2:1]([S:3]([C:6]1[CH:7]=[C:8]2[C:12](=[CH:13][CH:14]=1)[NH:11][C:10](=[O:15])/[C:9]/2=[CH:25]\[C:24]1[NH:23][C:22]2[CH2:27][CH2:28][CH2:29][CH2:30][CH2:31][C:21]=2[C:20]=1[CH2:19][CH2:18][CH2:17][OH:16])(=[O:4])=[O:5])[CH3:2].